From a dataset of Reaction yield outcomes from USPTO patents with 853,638 reactions. Predict the reaction yield, written as a fraction of the theoretical maximum amount of product (1.0 means a 100% yield; for example, 0.34 means a 34% yield). (1) The reactants are [CH2:1]([O:3][C:4](=[O:18])[CH:5]([C:13](=[O:17])[CH2:14][CH2:15][CH3:16])[CH:6](O)[C:7]([O:9][CH2:10][CH3:11])=[O:8])[CH3:2].C1(C)C=CC(S(O)(=O)=O)=CC=1. The catalyst is C1CCCCC1. The product is [CH2:1]([O:3][C:4](=[O:18])[C:5]([C:13](=[O:17])[CH2:14][CH2:15][CH3:16])=[CH:6][C:7]([O:9][CH2:10][CH3:11])=[O:8])[CH3:2]. The yield is 0.770. (2) The reactants are [NH2:1][C:2]1[CH:7]=[CH:6][N:5]=[CH:4][CH:3]=1.[N:8]([C:11]1[CH:16]=[CH:15][C:14](B2OC(C)(C)C(C)(C)O2)=[CH:13][CH:12]=1)=[C:9]=[O:10].C(N(CC)CC)C.Cl[C:34]1[N:35]=[C:36]([N:51]2[CH2:56][CH2:55][O:54][CH2:53][CH2:52]2)[C:37]2[N:42]=[N:41][N:40]([CH2:43][C:44]([O:46][C:47]([CH3:50])([CH3:49])[CH3:48])=[O:45])[C:38]=2[N:39]=1.C([O-])([O-])=O.[Na+].[Na+]. The catalyst is COCCOC.C1C=CC([P]([Pd]([P](C2C=CC=CC=2)(C2C=CC=CC=2)C2C=CC=CC=2)([P](C2C=CC=CC=2)(C2C=CC=CC=2)C2C=CC=CC=2)[P](C2C=CC=CC=2)(C2C=CC=CC=2)C2C=CC=CC=2)(C2C=CC=CC=2)C2C=CC=CC=2)=CC=1. The product is [N:51]1([C:36]2[C:37]3[N:42]=[N:41][N:40]([CH2:43][C:44]([O:46][C:47]([CH3:50])([CH3:49])[CH3:48])=[O:45])[C:38]=3[N:39]=[C:34]([C:14]3[CH:13]=[CH:12][C:11]([NH:8][C:9](=[O:10])[NH:1][C:2]4[CH:7]=[CH:6][N:5]=[CH:4][CH:3]=4)=[CH:16][CH:15]=3)[N:35]=2)[CH2:56][CH2:55][O:54][CH2:53][CH2:52]1. The yield is 0.300.